This data is from Forward reaction prediction with 1.9M reactions from USPTO patents (1976-2016). The task is: Predict the product of the given reaction. (1) Given the reactants [CH3:1][O:2][C:3]1[CH:4]=[C:5]([CH2:20][C:21]([OH:23])=O)[CH:6]=[CH:7][C:8]=1[NH:9][C:10]([NH:12][C:13]1[CH:18]=[CH:17][CH:16]=[CH:15][C:14]=1[CH3:19])=[O:11].[Cl:24][C:25]1[CH:26]=[C:27]([CH:32]=[CH:33][C:34]=1[O:35][CH2:36][C@@H:37]([NH:39][CH3:40])[CH3:38])[C:28]([O:30][CH3:31])=[O:29].C(Cl)CCl.C1C=CC2N(O)N=NC=2C=1, predict the reaction product. The product is: [Cl:24][C:25]1[CH:26]=[C:27]([CH:32]=[CH:33][C:34]=1[O:35][CH2:36][C@@H:37]([N:39]([CH3:40])[C:21](=[O:23])[CH2:20][C:5]1[CH:6]=[CH:7][C:8]([NH:9][C:10]([NH:12][C:13]2[CH:18]=[CH:17][CH:16]=[CH:15][C:14]=2[CH3:19])=[O:11])=[C:3]([O:2][CH3:1])[CH:4]=1)[CH3:38])[C:28]([O:30][CH3:31])=[O:29]. (2) Given the reactants Cl.[NH2:2][C:3]1([C:9]([NH:11][C:12]2[C:16]3[CH:17]=[C:18]([Br:21])[CH:19]=[CH:20][C:15]=3[O:14][C:13]=2[C:22]([NH2:24])=[O:23])=O)[CH2:8][CH2:7][CH2:6][CH2:5][CH2:4]1.[OH-].[Na+].Cl, predict the reaction product. The product is: [NH2:2][C:3]1([C:9]2[NH:24][C:22](=[O:23])[C:13]3[O:14][C:15]4[CH:20]=[CH:19][C:18]([Br:21])=[CH:17][C:16]=4[C:12]=3[N:11]=2)[CH2:8][CH2:7][CH2:6][CH2:5][CH2:4]1.